Dataset: Reaction yield outcomes from USPTO patents with 853,638 reactions. Task: Predict the reaction yield, written as a fraction of the theoretical maximum amount of product (1.0 means a 100% yield; for example, 0.34 means a 34% yield). (1) No catalyst specified. The reactants are CC1[CH:3]=[C:4]([CH2:8][CH2:9]C(O)=O)[CH:5]=CC=1.[CH3:13][C:14]1[CH:15]=[C:16]([CH2:20][CH2:21][C:22]([C:24]2[C:30]([OH:31])=[CH:29][C:28]([OH:32])=[CH:27][C:25]=2[OH:26])=[O:23])[CH:17]=[CH:18][CH:19]=1. The product is [OH:26][C:25]1[C:27]([CH2:18][CH2:19][CH:14]([CH3:15])[CH3:13])=[C:28]([OH:32])[C:29]([CH2:9][CH2:8][CH:4]([CH3:3])[CH3:5])([CH2:21][CH2:22][CH:24]([CH3:30])[CH3:25])[C:30](=[O:31])[C:24]=1[C:22](=[O:23])[CH2:21][CH2:20][C:16]1[CH:17]=[CH:18][CH:19]=[C:14]([CH3:13])[CH:15]=1. The yield is 0.0800. (2) The reactants are [CH3:1][O:2][C:3]1[CH:8]=[CH:7][C:6]([C:9]2[O:10][CH:11]=[C:12]([CH2:14][CH2:15][NH2:16])[N:13]=2)=[CH:5][CH:4]=1.[F:17][C:18]([F:34])([F:33])[C:19]1[O:23][N:22]=[C:21]([C:24]2[CH:25]=[N:26][CH:27]=[C:28]([CH:32]=2)[C:29](O)=[O:30])[N:20]=1. No catalyst specified. The product is [CH3:1][O:2][C:3]1[CH:4]=[CH:5][C:6]([C:9]2[O:10][CH:11]=[C:12]([CH2:14][CH2:15][NH:16][C:29](=[O:30])[C:28]3[CH:32]=[C:24]([C:21]4[N:20]=[C:19]([C:18]([F:34])([F:33])[F:17])[O:23][N:22]=4)[CH:25]=[N:26][CH:27]=3)[N:13]=2)=[CH:7][CH:8]=1. The yield is 0.190. (3) The yield is 0.540. The reactants are [NH2:1][C:2]1[CH:3]=[C:4]([C:12]([N:14]2[CH2:19][CH2:18][O:17][CH2:16][CH2:15]2)=O)[CH:5]=[C:6]([C:8]([F:11])([F:10])[F:9])[CH:7]=1. The catalyst is C1COCC1. The product is [N:14]1([CH2:12][C:4]2[CH:3]=[C:2]([NH2:1])[CH:7]=[C:6]([C:8]([F:9])([F:11])[F:10])[CH:5]=2)[CH2:19][CH2:18][O:17][CH2:16][CH2:15]1. (4) The reactants are Cl[C:2]1[C:7]([NH:8][C:9](=O)[C:10]2[CH:15]=[CH:14][CH:13]=[CH:12][C:11]=2[N+:16]([O-:18])=[O:17])=[CH:6][C:5]([CH3:20])=[CH:4][N:3]=1.P12(SP3(SP(SP(S3)(S1)=S)(=S)S2)=S)=[S:22]. The catalyst is N1C=CC=CC=1.CC1C=CC(C)=CC=1. The product is [CH3:20][C:5]1[CH:6]=[C:7]2[N:8]=[C:9]([C:10]3[CH:15]=[CH:14][CH:13]=[CH:12][C:11]=3[N+:16]([O-:18])=[O:17])[S:22][C:2]2=[N:3][CH:4]=1. The yield is 0.750. (5) The reactants are [CH3:1][C:2]1[CH:7]=[C:6]([C:8]2[CH:9]=[C:10]([CH:17]=[C:18]([N+:20]([O-])=O)[CH:19]=2)[O:11][CH2:12][C:13]([O:15][CH3:16])=[O:14])[CH:5]=[CH:4][N:3]=1.[NH4+].[OH-].CO. The catalyst is CCOC(C)=O. The product is [NH2:20][C:18]1[CH:17]=[C:10]([CH:9]=[C:8]([C:6]2[CH:5]=[CH:4][N:3]=[C:2]([CH3:1])[CH:7]=2)[CH:19]=1)[O:11][CH2:12][C:13]([O:15][CH3:16])=[O:14]. The yield is 0.650. (6) The reactants are COC1C=CC=CC=1NC(=O)N[C:12]1[CH:17]=[CH:16][C:15]([CH2:18][C:19]([O:21]CC)=[O:20])=[CH:14][CH:13]=1.[OH-].[Na+].Cl. The catalyst is CO. The product is [C:15]1([CH2:18][C:19]([OH:21])=[O:20])[CH:16]=[CH:17][CH:12]=[CH:13][CH:14]=1. The yield is 0.920. (7) The reactants are [CH3:1][O:2][C:3]([C:5]1[CH:13]=[C:12]2[C:8]([C:9]([CH:29]3[CH2:34][CH2:33][CH2:32][CH2:31][CH2:30]3)=[C:10]([C:20]3[CH:21]=[CH:22][CH:23]=[C:24]4[C:28]=3[NH:27][CH:26]=[CH:25]4)[N:11]2[CH2:14][CH2:15][O:16]COC)=[CH:7][CH:6]=1)=[O:4].Cl. The catalyst is CO.C1COCC1. The product is [CH3:1][O:2][C:3]([C:5]1[CH:13]=[C:12]2[C:8]([C:9]([CH:29]3[CH2:34][CH2:33][CH2:32][CH2:31][CH2:30]3)=[C:10]([C:20]3[CH:21]=[CH:22][CH:23]=[C:24]4[C:28]=3[NH:27][CH:26]=[CH:25]4)[N:11]2[CH2:14][CH2:15][OH:16])=[CH:7][CH:6]=1)=[O:4]. The yield is 0.420. (8) The reactants are [CH3:1][C:2]1[C:11]([CH3:12])=[N:10][C:9]2[C:4](=[CH:5][CH:6]=[CH:7][CH:8]=2)[N:3]=1.[Se](=O)=[O:14]. No catalyst specified. The product is [CH3:1][C:2]1[C:11]([CH:12]=[O:14])=[N:10][C:9]2[C:4]([N:3]=1)=[CH:5][CH:6]=[CH:7][CH:8]=2. The yield is 0.660. (9) The reactants are [F:1][CH:2]([F:26])[O:3][C:4]1[CH:5]=[C:6]([CH:14]([C:16]2[C:24]3[C:19](=[N:20][CH:21]=[C:22]([Br:25])[CH:23]=3)[NH:18][CH:17]=2)[OH:15])[CH:7]=[C:8]([O:10][CH:11]([F:13])[F:12])[CH:9]=1.CC(OI1(OC(C)=O)(OC(C)=O)OC(=O)C2C=CC=CC1=2)=O. The catalyst is O1CCCC1. The product is [F:13][CH:11]([F:12])[O:10][C:8]1[CH:7]=[C:6]([C:14]([C:16]2[C:24]3[C:19](=[N:20][CH:21]=[C:22]([Br:25])[CH:23]=3)[NH:18][CH:17]=2)=[O:15])[CH:5]=[C:4]([O:3][CH:2]([F:26])[F:1])[CH:9]=1. The yield is 0.930. (10) The reactants are [NH2:1][C:2]1[C:11]2[C:6](=[C:7](Br)[CH:8]=[CH:9][CH:10]=2)[N:5]=[N:4][C:3]=1[C:13]([NH:15][CH2:16][CH2:17][CH3:18])=[O:14].CC1(C)C(C)(C)OB([C:27]2[CH:28]=[C:29]3[C:34](=[CH:35][CH:36]=2)[N:33]=[CH:32][CH:31]=[CH:30]3)O1. No catalyst specified. The product is [NH2:1][C:2]1[C:11]2[C:6](=[C:7]([C:27]3[CH:28]=[C:29]4[C:34](=[CH:35][CH:36]=3)[N:33]=[CH:32][CH:31]=[CH:30]4)[CH:8]=[CH:9][CH:10]=2)[N:5]=[N:4][C:3]=1[C:13]([NH:15][CH2:16][CH2:17][CH3:18])=[O:14]. The yield is 0.919.